This data is from Forward reaction prediction with 1.9M reactions from USPTO patents (1976-2016). The task is: Predict the product of the given reaction. (1) Given the reactants [CH2:1]([C:3]1[N:7]2[N:8]=[C:9]([CH3:22])[C:10]([C:19]([OH:21])=O)=[C:11]([C:12]3[CH:13]=[N:14][CH:15]=[C:16]([CH3:18])[CH:17]=3)[C:6]2=[CH:5][CH:4]=1)[CH3:2].Cl.C(N=C=NCCCN(C)C)C.[NH2:35][CH2:36][CH2:37][OH:38], predict the reaction product. The product is: [CH2:1]([C:3]1[N:7]2[N:8]=[C:9]([CH3:22])[C:10]([C:19]([NH:35][CH2:36][CH2:37][OH:38])=[O:21])=[C:11]([C:12]3[CH:13]=[N:14][CH:15]=[C:16]([CH3:18])[CH:17]=3)[C:6]2=[CH:5][CH:4]=1)[CH3:2]. (2) Given the reactants CO[C:3]([C:5]1[N:6]=[C:7]([C:23]#[N:24])[C:8]2[C:13]([C:14]=1[OH:15])=[CH:12][CH:11]=[C:10]([CH2:16][C:17]1[CH:22]=[CH:21][CH:20]=[CH:19][CH:18]=1)[CH:9]=2)=[O:4].[NH2:25][CH2:26][C:27]([OH:29])=[O:28], predict the reaction product. The product is: [CH2:16]([C:10]1[CH:9]=[C:8]2[C:13]([C:14]([OH:15])=[C:5]([C:3]([NH:25][CH2:26][C:27]([OH:29])=[O:28])=[O:4])[N:6]=[C:7]2[C:23]#[N:24])=[CH:12][CH:11]=1)[C:17]1[CH:18]=[CH:19][CH:20]=[CH:21][CH:22]=1. (3) Given the reactants [Cl:1][C:2]1[CH:3]=[C:4]([O:12][CH3:13])[C:5]([O:10][CH3:11])=[C:6]([CH:9]=1)[CH:7]=[O:8].[CH3:14][Mg]Br, predict the reaction product. The product is: [Cl:1][C:2]1[CH:3]=[C:4]([O:12][CH3:13])[C:5]([O:10][CH3:11])=[C:6]([CH:7]([OH:8])[CH3:14])[CH:9]=1. (4) Given the reactants [NH:1]1[CH:5]=[C:4]([C:6]2[CH:22]=[CH:21][C:9]3[C:10]4[N:11]=[C:12]([C:18]([OH:20])=O)[S:13][C:14]=4[CH2:15][CH2:16][O:17][C:8]=3[CH:7]=2)[CH:3]=[N:2]1.[CH3:23][NH:24][CH2:25][CH2:26][C:27]1[CH:32]=[CH:31][CH:30]=[CH:29][CH:28]=1, predict the reaction product. The product is: [CH3:23][N:24]([CH2:25][CH2:26][C:27]1[CH:32]=[CH:31][CH:30]=[CH:29][CH:28]=1)[C:18]([C:12]1[S:13][C:14]2[CH2:15][CH2:16][O:17][C:8]3[CH:7]=[C:6]([C:4]4[CH:3]=[N:2][NH:1][CH:5]=4)[CH:22]=[CH:21][C:9]=3[C:10]=2[N:11]=1)=[O:20]. (5) Given the reactants [CH2:1]1[C:10]2[C:5](=[CH:6][CH:7]=[CH:8][CH:9]=2)[CH2:4][CH2:3][NH:2]1.Br[CH2:12][C:13]([O:15][CH2:16][CH3:17])=[O:14].C([O-])([O-])=O.[Cs+].[Cs+], predict the reaction product. The product is: [CH2:16]([O:15][C:13](=[O:14])[CH2:12][N:2]1[CH2:3][CH2:4][C:5]2[C:10](=[CH:9][CH:8]=[CH:7][CH:6]=2)[CH2:1]1)[CH3:17].